From a dataset of Full USPTO retrosynthesis dataset with 1.9M reactions from patents (1976-2016). Predict the reactants needed to synthesize the given product. (1) Given the product [CH:23]1([O:28][CH:29]([CH3:33])[C:30]([NH:22][C:19]2[S:20][CH:21]=[C:17]([CH2:16][O:15]/[N:14]=[C:7](\[C:6]3[N:2]([CH3:1])[N:3]=[N:4][N:5]=3)/[C:8]3[CH:13]=[CH:12][CH:11]=[CH:10][CH:9]=3)[N:18]=2)=[O:31])[CH2:27][CH2:26][CH2:25][CH2:24]1, predict the reactants needed to synthesize it. The reactants are: [CH3:1][N:2]1[C:6](/[C:7](=[N:14]\[O:15][CH2:16][C:17]2[N:18]=[C:19]([NH2:22])[S:20][CH:21]=2)/[C:8]2[CH:13]=[CH:12][CH:11]=[CH:10][CH:9]=2)=[N:5][N:4]=[N:3]1.[CH:23]1([O:28][CH:29]([CH3:33])[C:30](O)=[O:31])[CH2:27][CH2:26][CH2:25][CH2:24]1.N1(O)C2C=CC=CC=2N=N1.C1(N=C=NC2CCCCC2)CCCCC1. (2) The reactants are: [CH2:1]([O:3][C:4]([CH:6]1[CH2:11][CH2:10][N:9]([CH2:12][CH2:13][C:14]#[N:15])[CH2:8][CH2:7]1)=[O:5])[CH3:2].C(O)C.Cl.[F:20][C:21]1[C:22](N)=[C:23]([NH2:27])[CH:24]=[CH:25][CH:26]=1.C(=O)(O)[O-].[Na+]. Given the product [CH2:1]([O:3][C:4]([CH:6]1[CH2:7][CH2:8][N:9]([CH2:12][CH2:13][C:14]2[NH:27][C:23]3[CH:24]=[CH:25][CH:26]=[C:21]([F:20])[C:22]=3[N:15]=2)[CH2:10][CH2:11]1)=[O:5])[CH3:2], predict the reactants needed to synthesize it. (3) Given the product [CH3:1][O:2][C:3]1[CH:4]=[CH:5][C:6]([CH:9]2[CH2:10][CH2:11][O:15][CH2:14][CH2:13]2)=[CH:7][CH:8]=1, predict the reactants needed to synthesize it. The reactants are: [CH3:1][O:2][C:3]1[CH:8]=[CH:7][C:6]([CH:9]([CH2:13][CH2:14][OH:15])[CH2:10][CH2:11]O)=[CH:5][CH:4]=1.